This data is from Forward reaction prediction with 1.9M reactions from USPTO patents (1976-2016). The task is: Predict the product of the given reaction. (1) Given the reactants C(OC(N1C[C@H:14]2N(C(OC(C)(C)C)=O)[C@H:10]([CH2:11][C:12]([C:27]3C=CC(OCCOC4C(Cl)=CC(C)=CC=4Cl)=CC=3)=[C:13]2C(O)=O)[CH2:9]1)=O)(C)(C)C.[C:46]([O:50][C:51]([N:53]1[CH2:60][C@H:59]2[N:61]([C:62]([O:64][C:65]([CH3:68])([CH3:67])[CH3:66])=[O:63])[C@H:55]([CH:56]=[C:57]([C:72]3[CH:77]=[CH:76][C:75]([O:78][CH2:79][CH2:80][O:81][C:82]4[C:87]([Cl:88])=[CH:86][C:85]([CH3:89])=[CH:84][C:83]=4[Cl:90])=[CH:74][CH:73]=3)[CH:58]2[C:69](O)=[O:70])[CH2:54]1)=[O:52])([CH3:49])([CH3:48])[CH3:47].CCN=C=NCCCN(C)C.Cl.C1C=CC2N(O)N=NC=2C=1.CC[N:115]([CH:119]([CH3:121])C)[CH:116]([CH3:118])[CH3:117], predict the reaction product. The product is: [C:46]([O:50][C:51]([N:53]1[CH2:60][C@H:59]2[N:61]([C:62]([O:64][C:65]([CH3:68])([CH3:66])[CH3:67])=[O:63])[C@H:55]([CH2:56][C:57]([C:72]3[CH:77]=[CH:76][C:75]([O:78][CH2:79][CH2:80][O:81][C:82]4[C:87]([Cl:88])=[CH:86][C:85]([CH3:89])=[CH:84][C:83]=4[Cl:90])=[CH:74][CH:73]=3)=[C:58]2[C:69](=[O:70])[N:115]([CH:116]2[CH2:117][CH2:118]2)[CH2:119][C:121]2[CH:9]=[CH:10][CH:11]=[C:12]([CH3:27])[C:13]=2[CH3:14])[CH2:54]1)=[O:52])([CH3:48])([CH3:49])[CH3:47]. (2) Given the reactants [CH3:1][O:2][C:3](=[O:15])/[CH:4]=[CH:5]/[C:6]1[CH:14]=[CH:13][C:11]([OH:12])=[C:8]([O:9][CH3:10])[CH:7]=1.[CH2:16](Br)[CH2:17][CH2:18][CH3:19].C(=O)([O-])[O-].[K+].[K+], predict the reaction product. The product is: [CH2:16]([O:12][C:11]1[CH:13]=[CH:14][C:6](/[CH:5]=[CH:4]/[C:3]([O:2][CH3:1])=[O:15])=[CH:7][C:8]=1[O:9][CH3:10])[CH2:17][CH2:18][CH3:19].